From a dataset of Catalyst prediction with 721,799 reactions and 888 catalyst types from USPTO. Predict which catalyst facilitates the given reaction. (1) Reactant: [NH2:1][C:2]1[CH:7]=[CH:6][C:5]([Cl:8])=[CH:4][C:3]=1[C:9]([C:11]1[CH:16]=[CH:15][N:14]=[CH:13][CH:12]=1)=[O:10].[C:17]([C:21]1[CH:26]=[CH:25][C:24]([S:27](Cl)(=[O:29])=[O:28])=[CH:23][CH:22]=1)([CH3:20])([CH3:19])[CH3:18]. Product: [C:17]([C:21]1[CH:26]=[CH:25][C:24]([S:27]([NH:1][C:2]2[CH:7]=[CH:6][C:5]([Cl:8])=[CH:4][C:3]=2[C:9](=[O:10])[C:11]2[CH:16]=[CH:15][N:14]=[CH:13][CH:12]=2)(=[O:29])=[O:28])=[CH:23][CH:22]=1)([CH3:20])([CH3:18])[CH3:19]. The catalyst class is: 383. (2) Reactant: [Cl:1][C:2]1[CH:29]=[C:28]([N:30]2[CH2:34][CH2:33][CH2:32][CH2:31]2)[CH:27]=[CH:26][C:3]=1[C:4]([NH:6][C:7]1[CH:25]=[CH:24][CH:23]=[CH:22][C:8]=1[CH2:9][N:10]([C@H:18]([CH3:21])[CH2:19][OH:20])[C:11](=[O:17])[O:12][C:13]([CH3:16])([CH3:15])[CH3:14])=[O:5].C(N(CC)CC)C.[CH3:42][S:43](Cl)(=[O:45])=[O:44].O. Product: [CH3:42][S:43]([O:20][CH2:19][C@H:18]([N:10]([C:11]([O:12][C:13]([CH3:15])([CH3:16])[CH3:14])=[O:17])[CH2:9][C:8]1[CH:22]=[CH:23][CH:24]=[CH:25][C:7]=1[NH:6][C:4](=[O:5])[C:3]1[CH:26]=[CH:27][C:28]([N:30]2[CH2:31][CH2:32][CH2:33][CH2:34]2)=[CH:29][C:2]=1[Cl:1])[CH3:21])(=[O:45])=[O:44]. The catalyst class is: 7. (3) Reactant: [O:1]1[CH2:6][CH2:5][N:4]([C:7]2[C:8]3[N:9]([C:13]([C:28]4[CH:35]=[CH:34][C:31]([C:32]#[N:33])=[CH:30][CH:29]=4)=[C:14](/[CH:16]=[CH:17]/[C:18]4[CH:27]=[CH:26][C:25]5[C:20](=[CH:21][CH:22]=[CH:23][CH:24]=5)[N:19]=4)[N:15]=3)[N:10]=[CH:11][CH:12]=2)[CH2:3][CH2:2]1.[N-:36]=[N+:37]=[N-:38].[Na+].[Cl-].[NH4+].O. Product: [NH:36]1[C:32]([C:31]2[CH:30]=[CH:29][C:28]([C:13]3[N:9]4[N:10]=[CH:11][CH:12]=[C:7]([N:4]5[CH2:5][CH2:6][O:1][CH2:2][CH2:3]5)[C:8]4=[N:15][C:14]=3/[CH:16]=[CH:17]/[C:18]3[CH:27]=[CH:26][C:25]4[C:20](=[CH:21][CH:22]=[CH:23][CH:24]=4)[N:19]=3)=[CH:35][CH:34]=2)=[N:33][N:38]=[N:37]1. The catalyst class is: 3. (4) Reactant: [OH:1][C:2]1[C:7]([C:8]([O:10][CH3:11])=[O:9])=[CH:6][CH:5]=[CH:4][C:3]=1[NH:12][C:13]([CH:15]1[CH2:18][N:17]([C:19]([O:21][CH2:22][C:23]2[CH:28]=[CH:27][CH:26]=[CH:25][CH:24]=2)=[O:20])[CH2:16]1)=O.C(=O)(O)[O-].[Na+]. Product: [CH2:22]([O:21][C:19]([N:17]1[CH2:18][CH:15]([C:13]2[O:1][C:2]3[C:7]([C:8]([O:10][CH3:11])=[O:9])=[CH:6][CH:5]=[CH:4][C:3]=3[N:12]=2)[CH2:16]1)=[O:20])[C:23]1[CH:28]=[CH:27][CH:26]=[CH:25][CH:24]=1. The catalyst class is: 796. (5) Reactant: [O:1]1[C:5]2[CH:6]=[CH:7][CH:8]=[CH:9][C:4]=2[CH:3]=[C:2]1[CH:10]1[CH2:15][CH2:14][CH:13]([C:16]([OH:18])=O)[CH2:12][CH2:11]1.Cl.CN(C)CCCN=C=NCC.[C:31]1([S:41]([NH2:44])(=[O:43])=[O:42])[C:32]([S:37]([NH2:40])(=[O:39])=[O:38])=[CH:33][CH:34]=[CH:35][CH:36]=1. Product: [O:1]1[C:5]2[CH:6]=[CH:7][CH:8]=[CH:9][C:4]=2[CH:3]=[C:2]1[CH:10]1[CH2:11][CH2:12][CH:13]([C:16]([NH:44][S:41]([C:31]2[CH:36]=[CH:35][CH:34]=[CH:33][C:32]=2[S:37](=[O:39])(=[O:38])[NH2:40])(=[O:43])=[O:42])=[O:18])[CH2:14][CH2:15]1. The catalyst class is: 468.